Dataset: Experimentally validated miRNA-target interactions with 360,000+ pairs, plus equal number of negative samples. Task: Binary Classification. Given a miRNA mature sequence and a target amino acid sequence, predict their likelihood of interaction. (1) The miRNA is mmu-miR-721 with sequence CAGUGCAAUUAAAAGGGGGAA. The protein sequence of the target gene is MTVTKMSWRPQYRSSKFRNVYGKAANREHCFDGIPITKNVHDNHFCAVNARFLAIVTESAGGGSFLVIPLEQTGRIEPNYPKVCGHQGNVLDIKWNPFIDNIIASCSEDTSVRIWEIPDGGLKRNMTEALLELHGHSRRVGLVEWHPTTNNILFSAGYDYKVLIWNLDIGEPVKMIDCHTDVILCMSFNTDGSLLTTTCKDKKLRVIEPRSGRVLQEANCKNHRVNRVVFLGNMKRLLTTGVSRWNTRQIALWDQEDLSMPMIEEEIDGLSGLLFPFYDADTHMLYLAGKGDGNIRYYEI.... Result: 0 (no interaction). (2) The miRNA is hsa-miR-8081 with sequence CUUGAGUCGUGCCUUUCUGAAUG. The protein sequence of the target gene is MTKSLESVSFKDVTVDFSRDEWQQLDLAQKSLYREVMLENYFNLISVGCQVPKPEVIFSLEQEEPCMLDGEIPSQSRPDGDIGFGPLQQRMSEEVSFQSEININLFTRDDPYSILEELWKDDEHTRKCGENQNKPLSRVVFINKKTLANDSIFEYKDIGEIVHVNTHLVSSRKRPHNCNSCGKNLEPIITLYNRNNATENSDKTIGDGDIFTHLNSHTEVTACECNQCGKPLHHKQALIQQQKIHTRESLYLFSDYVNVFSPKSHAFAHESICAEEKQHECHECEAVFTQKSQLDGSQRV.... Result: 0 (no interaction). (3) The miRNA is hsa-miR-2114-3p with sequence CGAGCCUCAAGCAAGGGACUU. The protein sequence of the target gene is MVEAFCATWKLTNSQNFDEYMKALGVGFATRQVGNVTKPTVIISQEGDKVVIRTLSTFKNTEISFQLGEEFDETTADDRNCKSVVSLDGDKLVHIQKWDGKETNFVREIKDGKMVMTLTFGDVVAVRHYEKA. Result: 1 (interaction). (4) The miRNA is mmu-miR-873a-5p with sequence GCAGGAACUUGUGAGUCUCCU. The protein sequence of the target gene is MALKGRALYDFHSENKEEISIQQDEDLVIFSETSLDGWLQGQNSRGETGLFPASYVEIVRSGISTNHADYSSSPAGSPGAQVSLYNSPSVASPARSGGGSGFLSNQGSFEEDDDDDWDDWDDGCTVVEEPRAGGLGTNGHPPLNLSYPGAYPSQHMAFRPKPPLERQDSLASAKRGSVVGRNLNRFSCFVRSGVEAFILGDVPMMAKIAETYSIEMGPRGPQWKANPHPFACSVEDPTKQTKFKGIKSYISYKLTPTHAASPVYRRYKHFDWLYNRLLHKFTVISVPHLPEKQATGRFEE.... Result: 0 (no interaction). (5) The miRNA is hsa-miR-577 with sequence UAGAUAAAAUAUUGGUACCUG. The protein sequence of the target gene is MVMYARKQQRLSDGCHDRRGDSQPYQALKYSSKSHPSSGDHRHEKMRDAGDPSPPNKMLRRSDSPENKYSDSTGHSKAKNVHTHRVRERDGGTSYSPQENSHNHSALHSSNSHSSNPSNNPSKTSDAPYDSADDWSEHISSSGKKYYYNCRTEVSQWEKPKEWLEREQRQKEANKMAVNSFPKDRDYRREVMQATATSGFASGMEDKHSSDASSLLPQNILSQTSRHNDRDYRLPRAETHSSSTPVQHPIKPVVHPTATPSTVPSSPFTLQSDHQPKKSFDANGASTLSKLPTPTSSVPA.... Result: 1 (interaction).